This data is from Peptide-MHC class II binding affinity with 134,281 pairs from IEDB. The task is: Regression. Given a peptide amino acid sequence and an MHC pseudo amino acid sequence, predict their binding affinity value. This is MHC class II binding data. (1) The binding affinity (normalized) is 0.452. The MHC is DRB1_0101 with pseudo-sequence DRB1_0101. The peptide sequence is IGVIFGERPEAYTSS. (2) The peptide sequence is YLVDGNGRFVFTDITLPNIA. The MHC is DRB1_1101 with pseudo-sequence DRB1_1101. The binding affinity (normalized) is 0.648.